This data is from Reaction yield outcomes from USPTO patents with 853,638 reactions. The task is: Predict the reaction yield, written as a fraction of the theoretical maximum amount of product (1.0 means a 100% yield; for example, 0.34 means a 34% yield). (1) The reactants are [OH:1][C:2]1[CH:13]=[CH:12][C:5]2[S:6][CH:7]=[C:8]([C:9]([OH:11])=[O:10])[C:4]=2[CH:3]=1.SC1C=C[C:18]([OH:21])=[CH:17]C=1.N1C=CC=CC=1.O. The catalyst is C(OC(=O)C)(=O)C. The product is [C:18]([O:1][C:2]1[CH:13]=[CH:12][C:5]2[S:6][CH:7]=[C:8]([C:9]([OH:11])=[O:10])[C:4]=2[CH:3]=1)(=[O:21])[CH3:17]. The yield is 0.973. (2) The reactants are [CH2:1]1[C:6]2[CH:7]=[CH:8][C:9]([N:11]3[CH2:15][C@H:14]([CH2:16][NH:17][C:18](=[O:20])[CH3:19])[O:13][C:12]3=[O:21])=[CH:10][C:5]=2[CH2:4][CH2:3]S1.C[N+]1([O-])CCOCC1.[OH:30][S:31]([O-:33])=O.[Na+]. The catalyst is CC(C)=O.O. The product is [O:30]=[S:31]1(=[O:33])[CH2:3][CH2:4][C:5]2[CH:10]=[C:9]([N:11]3[CH2:15][C@H:14]([CH2:16][NH:17][C:18](=[O:20])[CH3:19])[O:13][C:12]3=[O:21])[CH:8]=[CH:7][C:6]=2[CH2:1]1. The yield is 0.860. (3) The reactants are [OH:1][C:2]1[CH:3]=[CH:4][C:5]2[O:9][C:8](=[O:10])[NH:7][C:6]=2[CH:11]=1.Br[CH2:13][C:14]1[CH:19]=[CH:18][CH:17]=[CH:16][CH:15]=1.C(=O)([O-])[O-].[Na+].[Na+].Cl. The catalyst is CN(C)C=O.CCOC(C)=O. The product is [CH2:13]([N:7]1[C:6]2[CH:11]=[C:2]([OH:1])[CH:3]=[CH:4][C:5]=2[O:9][C:8]1=[O:10])[C:14]1[CH:19]=[CH:18][CH:17]=[CH:16][CH:15]=1. The yield is 0.810. (4) The reactants are [Li][CH3:2].Cl[Si](C)(C)C.[CH3:8][O:9][C:10](=[O:18])[CH:11]=[C:12]1[CH2:17][CH2:16][CH2:15][CH2:14][CH2:13]1.[NH4+].[Cl-]. The catalyst is C(OCC)C.[Cu]I.ClCCl. The product is [CH3:8][O:9][C:10](=[O:18])[CH2:11][C:12]1([CH3:2])[CH2:13][CH2:14][CH2:15][CH2:16][CH2:17]1. The yield is 0.970. (5) The reactants are C(Cl)(=O)C(Cl)=O.CS(C)=O.[OH:11][CH2:12][CH2:13][CH2:14][CH2:15][CH2:16][CH2:17][NH:18][C:19](=[O:25])[O:20][C:21]([CH3:24])([CH3:23])[CH3:22].C(N(CC)CC)C. The catalyst is ClCCl. The product is [O:11]=[CH:12][CH2:13][CH2:14][CH2:15][CH2:16][CH2:17][NH:18][C:19](=[O:25])[O:20][C:21]([CH3:23])([CH3:22])[CH3:24]. The yield is 0.860. (6) The yield is 0.250. The catalyst is C1COCC1.C(OCC)(=O)C. The reactants are C([O:3][C:4]([C:6]1([CH2:19][CH2:20][NH:21][C:22]2[CH:27]=[N:26][C:25]([Br:28])=[CH:24][N:23]=2)[CH2:11][CH2:10][N:9]([C:12]([O:14][C:15]([CH3:18])([CH3:17])[CH3:16])=[O:13])[CH2:8][CH2:7]1)=O)C.CC(C)([O-])C.[K+]. The product is [C:15]([O:14][C:12]([N:9]1[CH2:10][CH2:11][C:6]2([C:4](=[O:3])[N:21]([C:22]3[CH:27]=[N:26][C:25]([Br:28])=[CH:24][N:23]=3)[CH2:20][CH2:19]2)[CH2:7][CH2:8]1)=[O:13])([CH3:17])([CH3:16])[CH3:18]. (7) The reactants are [CH3:1][C:2]1[NH:3][C:4](=[O:26])[C:5]([CH2:11][C:12]2[CH:17]=[CH:16][C:15]([C:18]3[C:19]([C:24]#[N:25])=[CH:20][CH:21]=[CH:22][CH:23]=3)=[CH:14][CH:13]=2)=[C:6]([CH2:8][CH2:9][CH3:10])[N:7]=1.[H-].[Na+].Br[CH2:30][C:31]1[CH:36]=[CH:35][C:34]([S:37]([CH3:40])(=[O:39])=[O:38])=[CH:33][CH:32]=1.[Cl-].O[NH3+:43].[C:44](=[O:47])([O-])[OH:45].[Na+]. The catalyst is C(OCC)(=O)C.CS(C)=O.CN(C)C=O. The product is [CH3:1][C:2]1[N:3]([CH2:30][C:31]2[CH:36]=[CH:35][C:34]([S:37]([CH3:40])(=[O:39])=[O:38])=[CH:33][CH:32]=2)[C:4](=[O:26])[C:5]([CH2:11][C:12]2[CH:17]=[CH:16][C:15]([C:18]3[CH:23]=[CH:22][CH:21]=[CH:20][C:19]=3[C:24]3[NH:43][C:44](=[O:47])[O:45][N:25]=3)=[CH:14][CH:13]=2)=[C:6]([CH2:8][CH2:9][CH3:10])[N:7]=1. The yield is 0.110. (8) The reactants are [NH2:1][C:2]1[CH:6]=[CH:5][NH:4][N:3]=1.CN1[CH:15]=[CH:14][C:12](=[O:13])N(C)C1=O.[O-]CC.[Na+:20].C(O)C. The catalyst is CO.ClCCl. The product is [N:4]1[N:3]2[CH:15]=[CH:14][C:12]([O-:13])=[N:1][C:2]2=[CH:6][CH:5]=1.[Na+:20]. The yield is 0.950. (9) The reactants are [CH3:1][C:2]1([CH3:9])[NH:6][C:5](=[O:7])[NH:4][C:3]1=[O:8].[OH-:10].[Na+].O. The catalyst is C(#N)C. The product is [C:5]([NH:6][C:2]([CH3:9])([CH3:1])[C:3]([OH:10])=[O:8])(=[O:7])[NH2:4]. The yield is 0.741. (10) The reactants are [S:1]1[CH:5]=[CH:4][N:3]=[C:2]1[NH:6][C:7]([C:9]1[C:17]2[C:12](=[CH:13][C:14]([F:18])=[CH:15][CH:16]=2)[N:11]([CH2:19][CH:20]2[CH2:22][CH2:21]2)[CH:10]=1)=[O:8].[Br:23]N1C(=O)CCC1=O. The catalyst is CC(O)=O. The product is [Br:23][C:5]1[S:1][C:2]([NH:6][C:7]([C:9]2[C:17]3[C:12](=[CH:13][C:14]([F:18])=[CH:15][CH:16]=3)[N:11]([CH2:19][CH:20]3[CH2:22][CH2:21]3)[CH:10]=2)=[O:8])=[N:3][CH:4]=1. The yield is 0.320.